This data is from NCI-60 drug combinations with 297,098 pairs across 59 cell lines. The task is: Regression. Given two drug SMILES strings and cell line genomic features, predict the synergy score measuring deviation from expected non-interaction effect. (1) Drug 1: C1CCC(C1)C(CC#N)N2C=C(C=N2)C3=C4C=CNC4=NC=N3. Drug 2: CN(C)N=NC1=C(NC=N1)C(=O)N. Cell line: RPMI-8226. Synergy scores: CSS=13.6, Synergy_ZIP=0.666, Synergy_Bliss=12.1, Synergy_Loewe=4.11, Synergy_HSA=6.51. (2) Drug 1: CN1C(=O)N2C=NC(=C2N=N1)C(=O)N. Drug 2: C1=CN(C=N1)CC(O)(P(=O)(O)O)P(=O)(O)O. Cell line: OVCAR-5. Synergy scores: CSS=-1.95, Synergy_ZIP=0.186, Synergy_Bliss=-0.704, Synergy_Loewe=-1.43, Synergy_HSA=-2.88. (3) Drug 1: CN(C)N=NC1=C(NC=N1)C(=O)N. Cell line: NCI-H460. Drug 2: C1=CN(C=N1)CC(O)(P(=O)(O)O)P(=O)(O)O. Synergy scores: CSS=17.3, Synergy_ZIP=1.43, Synergy_Bliss=13.4, Synergy_Loewe=10.1, Synergy_HSA=11.8. (4) Drug 2: C1CN(P(=O)(OC1)NCCCl)CCCl. Drug 1: C1CCC(C1)C(CC#N)N2C=C(C=N2)C3=C4C=CNC4=NC=N3. Synergy scores: CSS=-2.48, Synergy_ZIP=1.98, Synergy_Bliss=-1.40, Synergy_Loewe=-4.89, Synergy_HSA=-5.46. Cell line: OVCAR-5. (5) Drug 1: C1=CC=C(C=C1)NC(=O)CCCCCCC(=O)NO. Drug 2: CC12CCC3C(C1CCC2O)C(CC4=C3C=CC(=C4)O)CCCCCCCCCS(=O)CCCC(C(F)(F)F)(F)F. Cell line: CCRF-CEM. Synergy scores: CSS=0.778, Synergy_ZIP=7.32, Synergy_Bliss=7.58, Synergy_Loewe=3.48, Synergy_HSA=-2.75. (6) Drug 1: CC1=C(C=C(C=C1)NC(=O)C2=CC=C(C=C2)CN3CCN(CC3)C)NC4=NC=CC(=N4)C5=CN=CC=C5. Drug 2: CCN(CC)CCCC(C)NC1=C2C=C(C=CC2=NC3=C1C=CC(=C3)Cl)OC. Cell line: LOX IMVI. Synergy scores: CSS=44.5, Synergy_ZIP=-10.7, Synergy_Bliss=-11.9, Synergy_Loewe=-5.32, Synergy_HSA=-4.87. (7) Drug 1: C1C(C(OC1N2C=NC3=C(N=C(N=C32)Cl)N)CO)O. Drug 2: CC1CCC2CC(C(=CC=CC=CC(CC(C(=O)C(C(C(=CC(C(=O)CC(OC(=O)C3CCCCN3C(=O)C(=O)C1(O2)O)C(C)CC4CCC(C(C4)OC)OCCO)C)C)O)OC)C)C)C)OC. Cell line: SF-295. Synergy scores: CSS=12.0, Synergy_ZIP=-6.12, Synergy_Bliss=-5.05, Synergy_Loewe=-1.31, Synergy_HSA=-1.26. (8) Cell line: NCI/ADR-RES. Drug 2: CNC(=O)C1=NC=CC(=C1)OC2=CC=C(C=C2)NC(=O)NC3=CC(=C(C=C3)Cl)C(F)(F)F. Synergy scores: CSS=4.05, Synergy_ZIP=-4.84, Synergy_Bliss=-6.28, Synergy_Loewe=-19.3, Synergy_HSA=-6.17. Drug 1: CC1CCC2CC(C(=CC=CC=CC(CC(C(=O)C(C(C(=CC(C(=O)CC(OC(=O)C3CCCCN3C(=O)C(=O)C1(O2)O)C(C)CC4CCC(C(C4)OC)OCCO)C)C)O)OC)C)C)C)OC. (9) Drug 1: CC(C1=C(C=CC(=C1Cl)F)Cl)OC2=C(N=CC(=C2)C3=CN(N=C3)C4CCNCC4)N. Drug 2: CC(C)NC(=O)C1=CC=C(C=C1)CNNC.Cl. Cell line: CAKI-1. Synergy scores: CSS=10.3, Synergy_ZIP=-5.74, Synergy_Bliss=-7.94, Synergy_Loewe=-16.6, Synergy_HSA=-6.24.